Task: Predict the product of the given reaction.. Dataset: Forward reaction prediction with 1.9M reactions from USPTO patents (1976-2016) (1) Given the reactants [F:1][C:2]1[CH:3]=[C:4]([CH:6]=[CH:7][C:8]=1[F:9])[NH2:5].Br.Br[CH:12]([C:14]1[CH:15]=[C:16]([C:31]([N:33]([CH3:35])[CH3:34])=[O:32])[CH:17]=[C:18]2[C:23]=1[O:22][C:21]([N:24]1[CH2:29][CH2:28][O:27][CH2:26][CH2:25]1)=[CH:20][C:19]2=[O:30])[CH3:13], predict the reaction product. The product is: [F:1][C:2]1[CH:3]=[C:4]([NH:5][CH:12]([C:14]2[CH:15]=[C:16]([C:31]([N:33]([CH3:35])[CH3:34])=[O:32])[CH:17]=[C:18]3[C:23]=2[O:22][C:21]([N:24]2[CH2:29][CH2:28][O:27][CH2:26][CH2:25]2)=[CH:20][C:19]3=[O:30])[CH3:13])[CH:6]=[CH:7][C:8]=1[F:9]. (2) Given the reactants [OH-:1].[Na+].[CH2:3]([O:10][C:11]1[CH:18]=[CH:17][C:14]([CH2:15]Cl)=[CH:13][CH:12]=1)[C:4]1[CH:9]=[CH:8][CH:7]=[CH:6][CH:5]=1, predict the reaction product. The product is: [CH2:3]([O:10][C:11]1[CH:18]=[CH:17][C:14]([CH2:15][C:4]([CH3:9])([CH3:5])[CH:3]=[O:1])=[CH:13][CH:12]=1)[C:4]1[CH:9]=[CH:8][CH:7]=[CH:6][CH:5]=1. (3) Given the reactants C(N(C(C)C)CC)(C)C.[NH2:10][CH:11]1[CH2:16][CH2:15][N:14]([S:17]([C:20]2[CH:25]=[CH:24][C:23]([NH:26][C:27](=[O:36])[CH2:28][CH2:29][C:30]3[CH:35]=[CH:34][CH:33]=[CH:32][CH:31]=3)=[C:22]([Cl:37])[CH:21]=2)(=[O:19])=[O:18])[CH2:13][CH2:12]1.[C:38](Cl)(=[O:41])[CH:39]=[CH2:40], predict the reaction product. The product is: [Cl:37][C:22]1[CH:21]=[C:20]([S:17]([N:14]2[CH2:13][CH2:12][CH:11]([NH:10][C:38](=[O:41])[CH:39]=[CH2:40])[CH2:16][CH2:15]2)(=[O:18])=[O:19])[CH:25]=[CH:24][C:23]=1[NH:26][C:27](=[O:36])[CH2:28][CH2:29][C:30]1[CH:31]=[CH:32][CH:33]=[CH:34][CH:35]=1. (4) Given the reactants [H-].[Na+].[CH3:3][C:4]([C:6]1[CH:11]=[C:10]([Cl:12])[CH:9]=[CH:8][C:7]=1[O:13][CH3:14])=[O:5].[CH2:15]([N:19]=[C:20]=[S:21])[CH2:16][CH2:17][CH3:18].Cl[CH:23]([C:27](=[O:29])[CH3:28])[C:24](=O)[CH3:25], predict the reaction product. The product is: [C:27]([C:23]1[S:21]/[C:20](=[CH:3]\[C:4]([C:6]2[CH:11]=[C:10]([Cl:12])[CH:9]=[CH:8][C:7]=2[O:13][CH3:14])=[O:5])/[N:19]([CH2:15][CH2:16][CH2:17][CH3:18])[C:24]=1[CH3:25])(=[O:29])[CH3:28].